From a dataset of Forward reaction prediction with 1.9M reactions from USPTO patents (1976-2016). Predict the product of the given reaction. (1) Given the reactants [Si:1]([O:8][C@H:9]([C:26]([CH2:28]O)=[CH2:27])[CH2:10][C:11]12[CH2:19][CH2:18][CH2:17][CH:16]([C:20]#[N:21])[CH:15]1[C:14]1([O:25][CH2:24][CH2:23][O:22]1)[CH2:13][CH2:12]2)([C:4]([CH3:7])([CH3:6])[CH3:5])([CH3:3])[CH3:2].C(N(CC)CC)C.C1(P(C2C=CC=CC=2)C2C=CC=CC=2)C=CC=CC=1.C(Br)(Br)(Br)[Br:57], predict the reaction product. The product is: [Br:57][CH2:28][C:26](=[CH2:27])[C@@H:9]([O:8][Si:1]([C:4]([CH3:7])([CH3:6])[CH3:5])([CH3:3])[CH3:2])[CH2:10][C@@:11]12[CH2:19][CH2:18][CH2:17][C@@H:16]([C:20]#[N:21])[C@@H:15]1[C:14]1([O:25][CH2:24][CH2:23][O:22]1)[CH2:13][CH2:12]2. (2) Given the reactants Br[C:2]1[C:10]2[C:5](=[CH:6][CH:7]=[C:8]([C:11]#[N:12])[CH:9]=2)[N:4]([CH:13]2[CH2:18][CH2:17][CH2:16][CH2:15][O:14]2)[N:3]=1.[O:19]1[C:23]2[CH:24]=[CH:25][CH:26]=[CH:27][C:22]=2[CH:21]=[C:20]1B(O)O.C(Cl)Cl.P([O-])([O-])([O-])=O.[K+].[K+].[K+], predict the reaction product. The product is: [O:19]1[C:23]2[CH:24]=[CH:25][CH:26]=[CH:27][C:22]=2[CH:21]=[C:20]1[C:2]1[C:10]2[C:5](=[CH:6][CH:7]=[C:8]([C:11]#[N:12])[CH:9]=2)[N:4]([CH:13]2[CH2:18][CH2:17][CH2:16][CH2:15][O:14]2)[N:3]=1. (3) Given the reactants [Br:1][C:2]1[CH:7]=[CH:6][C:5]([F:8])=[C:4](I)[CH:3]=1.[CH3:10][NH:11][S:12]([C:15]1[CH:20]=[CH:19][C:18](B(O)O)=[CH:17][CH:16]=1)(=[O:14])=[O:13].C([O-])([O-])=O.[Na+].[Na+].[O-]S([O-])(=O)=O.[Na+].[Na+], predict the reaction product. The product is: [Br:1][C:2]1[CH:7]=[CH:6][C:5]([F:8])=[C:4]([C:18]2[CH:17]=[CH:16][C:15]([S:12]([NH:11][CH3:10])(=[O:13])=[O:14])=[CH:20][CH:19]=2)[CH:3]=1. (4) Given the reactants [Li]CCCC.Br[C:7]1[CH:8]=[N:9][CH:10]=[CH:11][CH:12]=1.[CH:13](=[O:20])[C:14]1[CH:19]=[CH:18][CH:17]=[N:16][CH:15]=1, predict the reaction product. The product is: [N:9]1[CH:10]=[CH:11][CH:12]=[C:7]([CH:13]([C:14]2[CH:15]=[N:16][CH:17]=[CH:18][CH:19]=2)[OH:20])[CH:8]=1.